This data is from Reaction yield outcomes from USPTO patents with 853,638 reactions. The task is: Predict the reaction yield, written as a fraction of the theoretical maximum amount of product (1.0 means a 100% yield; for example, 0.34 means a 34% yield). (1) The reactants are C[O:2][C:3](=[O:28])[CH2:4][CH2:5][N:6]1[C:10]2[CH:11]=[CH:12][CH:13]=[CH:14][C:9]=2[N:8]([CH2:15][C:16]2[CH:24]=[C:23]([Cl:25])[CH:22]=[C:21]3[C:17]=2[CH2:18][C:19](=[O:26])[NH:20]3)[C:7]1=[O:27].[OH-].[Li+]. The catalyst is O.O1CCOCC1. The product is [Cl:25][C:23]1[CH:22]=[C:21]2[C:17]([CH2:18][C:19](=[O:26])[NH:20]2)=[C:16]([CH2:15][N:8]2[C:9]3[CH:14]=[CH:13][CH:12]=[CH:11][C:10]=3[N:6]([CH2:5][CH2:4][C:3]([OH:28])=[O:2])[C:7]2=[O:27])[CH:24]=1. The yield is 0.360. (2) The reactants are [N+:1]([C:4]1[CH:13]=[CH:12][CH:11]=[C:10]2[C:5]=1[CH:6]=[CH:7][NH:8][C:9]2=[O:14])([O-])=O.[Cl-].[NH4+].O. The catalyst is C(O)C.O1CCCC1.[Zn]. The product is [NH2:1][C:4]1[CH:13]=[CH:12][CH:11]=[C:10]2[C:5]=1[CH:6]=[CH:7][NH:8][C:9]2=[O:14]. The yield is 0.881. (3) The reactants are [F:1][C:2]1[CH:20]=[C:19]([N+:21]([O-])=O)[CH:18]=[CH:17][C:3]=1[O:4][C:5]1[C:6]2[S:13][C:12]([S:14]([CH3:16])=[O:15])=[CH:11][C:7]=2[N:8]=[CH:9][N:10]=1.FC1C=C(N[C:44]([NH:46][C:47](=[O:55])[CH2:48][C:49]2[CH:54]=[CH:53][CH:52]=[CH:51][CH:50]=2)=[S:45])C=CC=1OC1C2SC(SC)=CC=2N=CN=1. No catalyst specified. The product is [F:1][C:2]1[CH:20]=[C:19]([NH:21][C:44]([NH:46][C:47](=[O:55])[CH2:48][C:49]2[CH:50]=[CH:51][CH:52]=[CH:53][CH:54]=2)=[S:45])[CH:18]=[CH:17][C:3]=1[O:4][C:5]1[C:6]2[S:13][C:12]([S:14]([CH3:16])=[O:15])=[CH:11][C:7]=2[N:8]=[CH:9][N:10]=1. The yield is 0.360.